This data is from Reaction yield outcomes from USPTO patents with 853,638 reactions. The task is: Predict the reaction yield, written as a fraction of the theoretical maximum amount of product (1.0 means a 100% yield; for example, 0.34 means a 34% yield). (1) The reactants are [NH:1]1[C:5]2=[N:6][CH:7]=[CH:8][CH:9]=[C:4]2[C:3]([C:10]([OH:12])=[O:11])=[N:2]1.[CH3:13]O. The catalyst is OS(O)(=O)=O. The product is [NH:1]1[C:5]2=[N:6][CH:7]=[CH:8][CH:9]=[C:4]2[C:3]([C:10]([O:12][CH3:13])=[O:11])=[N:2]1. The yield is 0.900. (2) The reactants are C([NH:8][C:9]1[CH:14]=[C:13]([O:15][CH3:16])[C:12]([CH3:17])=[C:11]([F:18])[CH:10]=1)C1C=CC=CC=1.[H][H]. The catalyst is CO.[OH-].[Pd+2].[OH-]. The product is [F:18][C:11]1[CH:10]=[C:9]([CH:14]=[C:13]([O:15][CH3:16])[C:12]=1[CH3:17])[NH2:8]. The yield is 0.830. (3) The reactants are [O:1]1[CH2:6][CH2:5][CH2:4][O:3][CH:2]1[CH2:7][OH:8].[CH2:9](OCC(=O)C)C1C=CC=CC=1. No catalyst specified. The product is [CH3:9][C:2]1([CH2:7][OH:8])[O:3][CH2:4][CH2:5][CH2:6][O:1]1. The yield is 0.370. (4) The reactants are Br[C:2]1[CH:3]=[C:4]([CH:7]=[CH:8][CH:9]=1)[C:5]#[N:6].[Cl-].[C:11]([O:15][C:16](=[O:19])[CH2:17][Zn+])([CH3:14])([CH3:13])[CH3:12].C1(P(C2CCCCC2)C2C=CC=CC=2C2C(N(C)C)=CC=CC=2)CCCCC1. The catalyst is C1COCC1.C1C=CC(/C=C/C(/C=C/C2C=CC=CC=2)=O)=CC=1.C1C=CC(/C=C/C(/C=C/C2C=CC=CC=2)=O)=CC=1.[Pd]. The product is [C:5]([C:4]1[CH:3]=[C:2]([CH2:17][C:16]([O:15][C:11]([CH3:14])([CH3:13])[CH3:12])=[O:19])[CH:9]=[CH:8][CH:7]=1)#[N:6]. The yield is 0.860. (5) The reactants are [CH3:1][C:2]1[C:9]([C:10]2[S:11][C:12]([C:21](=S)[NH2:22])=[C:13]([C:15]3[CH:20]=[CH:19][CH:18]=[CH:17][CH:16]=3)[N:14]=2)=[C:5]2[S:6][CH:7]=[CH:8][N:4]2[N:3]=1.IC.CO[CH:28](OC)[CH2:29][NH2:30].Cl.C(=O)(O)[O-].[Na+]. The catalyst is CC(C)=O.CCOC(C)=O. The product is [NH:30]1[CH:29]=[CH:28][N:22]=[C:21]1[C:12]1[S:11][C:10]([C:9]2[C:2]([CH3:1])=[N:3][N:4]3[CH:8]=[CH:7][S:6][C:5]=23)=[N:14][C:13]=1[C:15]1[CH:20]=[CH:19][CH:18]=[CH:17][CH:16]=1. The yield is 0.610. (6) The reactants are [CH2:1]([O:8][C:9]([NH:11][CH2:12][CH2:13][CH2:14][CH2:15][CH2:16][C:17]([OH:19])=[O:18])=[O:10])[C:2]1[CH:7]=[CH:6][CH:5]=[CH:4][CH:3]=1.[C:20](O)([CH3:23])([CH3:22])[CH3:21].C1CCC(N=C=NC2CCCCC2)CC1. The catalyst is C(Cl)Cl.CN(C1C=CN=CC=1)C. The product is [CH2:1]([O:8][C:9]([NH:11][CH2:12][CH2:13][CH2:14][CH2:15][CH2:16][C:17]([O:19][C:20]([CH3:23])([CH3:22])[CH3:21])=[O:18])=[O:10])[C:2]1[CH:3]=[CH:4][CH:5]=[CH:6][CH:7]=1. The yield is 0.630. (7) No catalyst specified. The product is [C:1]1(=[N:10][OH:15])[C:2]2[C:3](=[CH:6][CH:7]=[CH:8][CH:9]=2)[C:4](=[N:11][OH:12])[NH:5]1. The yield is 0.854. The reactants are [C:1](#[N:10])[C:2]1[C:3](=[CH:6][CH:7]=[CH:8][CH:9]=1)[C:4]#[N:5].[NH2:11][OH:12].CC[OH:15]. (8) The reactants are [Br:1][C:2]1[CH:11]=[CH:10][C:5]([O:6][CH2:7][CH2:8][OH:9])=[CH:4][CH:3]=1.C(N(CC)CC)C.[Si:19](Cl)([C:22]([CH3:25])([CH3:24])[CH3:23])([CH3:21])[CH3:20]. The catalyst is ClCCl.CN(C)C1C=CN=CC=1. The product is [Br:1][C:2]1[CH:11]=[CH:10][C:5]([O:6][CH2:7][CH2:8][O:9][Si:19]([C:22]([CH3:25])([CH3:24])[CH3:23])([CH3:21])[CH3:20])=[CH:4][CH:3]=1. The yield is 0.980. (9) The reactants are [Si:1]([O:8][CH:9]1[CH2:14][CH:13]([CH3:15])[CH2:12][C:11]([C:16]2[CH:21]=[CH:20][N:19]=[CH:18][C:17]=2[NH2:22])=[CH:10]1)([C:4]([CH3:7])([CH3:6])[CH3:5])([CH3:3])[CH3:2]. The catalyst is CO.[Pd]. The product is [Si:1]([O:8][CH:9]1[CH2:14][CH:13]([CH3:15])[CH2:12][CH:11]([C:16]2[CH:21]=[CH:20][N:19]=[CH:18][C:17]=2[NH2:22])[CH2:10]1)([C:4]([CH3:7])([CH3:5])[CH3:6])([CH3:3])[CH3:2]. The yield is 0.930.